Dataset: Peptide-MHC class I binding affinity with 185,985 pairs from IEDB/IMGT. Task: Regression. Given a peptide amino acid sequence and an MHC pseudo amino acid sequence, predict their binding affinity value. This is MHC class I binding data. (1) The MHC is HLA-A02:01 with pseudo-sequence HLA-A02:01. The binding affinity (normalized) is 0.750. The peptide sequence is SVASGIFNV. (2) The peptide sequence is VFLPNTHNL. The MHC is HLA-A01:01 with pseudo-sequence HLA-A01:01. The binding affinity (normalized) is 0.0847. (3) The peptide sequence is YTAVVPLVY. The MHC is HLA-C12:03 with pseudo-sequence HLA-C12:03. The binding affinity (normalized) is 0.525. (4) The peptide sequence is LMNELGVPFH. The MHC is HLA-A11:01 with pseudo-sequence HLA-A11:01. The binding affinity (normalized) is 0.0283. (5) The peptide sequence is STQQNKLVI. The MHC is HLA-A68:01 with pseudo-sequence HLA-A68:01. The binding affinity (normalized) is 0.0273.